Binary Classification. Given a T-cell receptor sequence (or CDR3 region) and an epitope sequence, predict whether binding occurs between them. From a dataset of TCR-epitope binding with 47,182 pairs between 192 epitopes and 23,139 TCRs. (1) The epitope is TTLPVNVAF. The TCR CDR3 sequence is CASSYVDSRNEQFF. Result: 0 (the TCR does not bind to the epitope). (2) The epitope is MLNIPSINV. The TCR CDR3 sequence is CASSLGPGSEAFF. Result: 1 (the TCR binds to the epitope). (3) The epitope is KLGGALQAK. Result: 1 (the TCR binds to the epitope). The TCR CDR3 sequence is CASKDIMNTEAFF. (4) The epitope is TAFTIPSI. The TCR CDR3 sequence is CASSPAGQGAGTGELFF. Result: 0 (the TCR does not bind to the epitope).